From a dataset of Forward reaction prediction with 1.9M reactions from USPTO patents (1976-2016). Predict the product of the given reaction. (1) Given the reactants Br[C:2]1[S:6][C:5]([C:7]2[CH:12]=[CH:11][N:10]=[C:9]([NH:13][C:14]3[CH:15]=[C:16]([CH:20]([OH:22])[CH3:21])[CH:17]=[CH:18][CH:19]=3)[N:8]=2)=[CH:4][CH:3]=1.[CH3:23][C:24]1[CH:25]=[C:26]([CH:29]=[CH:30][CH:31]=1)[CH:27]=[CH2:28].CC([O-])=O.[Na+], predict the reaction product. The product is: [C:24]1([CH3:23])[CH:31]=[CH:30][CH:29]=[C:26]([CH:27]=[CH:28][C:2]2[S:6][C:5]([C:7]3[CH:12]=[CH:11][N:10]=[C:9]([NH:13][C:14]4[CH:15]=[C:16]([CH:20]([OH:22])[CH3:21])[CH:17]=[CH:18][CH:19]=4)[N:8]=3)=[CH:4][CH:3]=2)[CH:25]=1. (2) Given the reactants C(O[C:4](=[O:30])[C:5]([NH:7][C:8]1[CH:13]=[CH:12][C:11]([C:14](=[O:29])[CH:15]=[CH:16][C:17]2[CH:22]=[CH:21][CH:20]=[C:19]([N:23]3[CH2:28][CH2:27][O:26][CH2:25][CH2:24]3)[N:18]=2)=[CH:10][CH:9]=1)=[O:6])C.[NH:31]1[CH2:36][CH2:35][O:34][CH2:33][CH2:32]1, predict the reaction product. The product is: [N:31]1([C:4](=[O:30])[C:5]([NH:7][C:8]2[CH:9]=[CH:10][C:11]([C:14](=[O:29])[CH:15]=[CH:16][C:17]3[CH:22]=[CH:21][CH:20]=[C:19]([N:23]4[CH2:28][CH2:27][O:26][CH2:25][CH2:24]4)[N:18]=3)=[CH:12][CH:13]=2)=[O:6])[CH2:36][CH2:35][O:34][CH2:33][CH2:32]1. (3) The product is: [Cl:1][C:2]1[CH:7]=[CH:6][N:5]=[C:4]2[CH:8]=[C:9]([C:11]([N:18]3[CH2:19][CH2:20][C@@H:16]([OH:15])[CH2:17]3)=[O:13])[S:10][C:3]=12. Given the reactants [Cl:1][C:2]1[CH:7]=[CH:6][N:5]=[C:4]2[CH:8]=[C:9]([C:11]([O-:13])=O)[S:10][C:3]=12.[Li+].[OH:15][C@@H:16]1[CH2:20][CH2:19][NH:18][CH2:17]1, predict the reaction product. (4) The product is: [CH2:16]([N:15]([CH2:10][CH2:11][CH2:12][CH2:13][CH3:14])[C:2]1[CH:9]=[CH:8][C:5]([CH:6]=[O:7])=[CH:4][CH:3]=1)[CH2:17][CH2:18][CH2:19][CH3:20]. Given the reactants F[C:2]1[CH:9]=[CH:8][C:5]([CH:6]=[O:7])=[CH:4][CH:3]=1.[CH2:10]([NH:15][CH2:16][CH2:17][CH2:18][CH2:19][CH3:20])[CH2:11][CH2:12][CH2:13][CH3:14].C(=O)([O-])[O-].[K+].[K+], predict the reaction product.